Dataset: Forward reaction prediction with 1.9M reactions from USPTO patents (1976-2016). Task: Predict the product of the given reaction. Given the reactants [CH3:1][O:2][C:3]1[CH:4]=[C:5]([C:11]2[CH:12]=[N:13][CH:14]=[C:15]([C:18]=2O)[C:16]#[N:17])[CH:6]=[CH:7][C:8]=1[O:9][CH3:10].O=P(Cl)(Cl)[Cl:22], predict the reaction product. The product is: [Cl:22][C:18]1[C:15]([C:16]#[N:17])=[CH:14][N:13]=[CH:12][C:11]=1[C:5]1[CH:6]=[CH:7][C:8]([O:9][CH3:10])=[C:3]([O:2][CH3:1])[CH:4]=1.